From a dataset of NCI-60 drug combinations with 297,098 pairs across 59 cell lines. Regression. Given two drug SMILES strings and cell line genomic features, predict the synergy score measuring deviation from expected non-interaction effect. (1) Drug 1: CCC1(CC2CC(C3=C(CCN(C2)C1)C4=CC=CC=C4N3)(C5=C(C=C6C(=C5)C78CCN9C7C(C=CC9)(C(C(C8N6C=O)(C(=O)OC)O)OC(=O)C)CC)OC)C(=O)OC)O.OS(=O)(=O)O. Drug 2: CS(=O)(=O)OCCCCOS(=O)(=O)C. Cell line: HL-60(TB). Synergy scores: CSS=51.0, Synergy_ZIP=-1.36, Synergy_Bliss=1.48, Synergy_Loewe=6.89, Synergy_HSA=7.09. (2) Drug 1: C1CCC(C1)C(CC#N)N2C=C(C=N2)C3=C4C=CNC4=NC=N3. Drug 2: CC12CCC3C(C1CCC2=O)CC(=C)C4=CC(=O)C=CC34C. Cell line: ACHN. Synergy scores: CSS=11.8, Synergy_ZIP=-1.20, Synergy_Bliss=-4.41, Synergy_Loewe=-11.6, Synergy_HSA=-4.45. (3) Drug 1: CNC(=O)C1=CC=CC=C1SC2=CC3=C(C=C2)C(=NN3)C=CC4=CC=CC=N4. Drug 2: B(C(CC(C)C)NC(=O)C(CC1=CC=CC=C1)NC(=O)C2=NC=CN=C2)(O)O. Cell line: SF-295. Synergy scores: CSS=5.69, Synergy_ZIP=-4.88, Synergy_Bliss=-5.88, Synergy_Loewe=-3.03, Synergy_HSA=-3.03. (4) Drug 1: CCC1(CC2CC(C3=C(CCN(C2)C1)C4=CC=CC=C4N3)(C5=C(C=C6C(=C5)C78CCN9C7C(C=CC9)(C(C(C8N6C=O)(C(=O)OC)O)OC(=O)C)CC)OC)C(=O)OC)O.OS(=O)(=O)O. Drug 2: CCN(CC)CCNC(=O)C1=C(NC(=C1C)C=C2C3=C(C=CC(=C3)F)NC2=O)C. Cell line: SW-620. Synergy scores: CSS=22.6, Synergy_ZIP=6.50, Synergy_Bliss=8.98, Synergy_Loewe=5.74, Synergy_HSA=7.69. (5) Drug 1: COC1=C(C=C2C(=C1)N=CN=C2NC3=CC(=C(C=C3)F)Cl)OCCCN4CCOCC4. Drug 2: CCC1(CC2CC(C3=C(CCN(C2)C1)C4=CC=CC=C4N3)(C5=C(C=C6C(=C5)C78CCN9C7C(C=CC9)(C(C(C8N6C)(C(=O)OC)O)OC(=O)C)CC)OC)C(=O)OC)O.OS(=O)(=O)O. Cell line: NCI-H460. Synergy scores: CSS=66.4, Synergy_ZIP=8.86, Synergy_Bliss=13.1, Synergy_Loewe=13.3, Synergy_HSA=13.9. (6) Drug 1: CCC1=CC2CC(C3=C(CN(C2)C1)C4=CC=CC=C4N3)(C5=C(C=C6C(=C5)C78CCN9C7C(C=CC9)(C(C(C8N6C)(C(=O)OC)O)OC(=O)C)CC)OC)C(=O)OC.C(C(C(=O)O)O)(C(=O)O)O. Drug 2: CN(C)N=NC1=C(NC=N1)C(=O)N. Cell line: NCI-H322M. Synergy scores: CSS=11.1, Synergy_ZIP=-0.243, Synergy_Bliss=-8.51, Synergy_Loewe=-52.5, Synergy_HSA=-10.9.